This data is from Catalyst prediction with 721,799 reactions and 888 catalyst types from USPTO. The task is: Predict which catalyst facilitates the given reaction. (1) Reactant: [NH2:1][CH2:2][CH2:3][N:4]1[CH2:8][CH2:7][CH2:6][CH2:5]1.P(C#N)(OCC)(OCC)=O.C(N(CC)CC)C.[Br:26][C:27]1[CH:28]=[C:29]([CH:33]=[CH:34][CH:35]=1)[C:30](O)=[O:31]. Product: [Br:26][C:27]1[CH:28]=[C:29]([C:30]([NH:1][CH2:2][CH2:3][N:4]2[CH2:8][CH2:7][CH2:6][CH2:5]2)=[O:31])[CH:33]=[CH:34][CH:35]=1. The catalyst class is: 35. (2) Reactant: [CH2:1]([CH2:11]/[C:12](/[CH3:21])=[CH:13]/[CH2:14][CH2:15]/[C:16](/[CH3:20])=[CH:17]/[CH2:18][OH:19])/[CH:2]=[C:3](/[CH2:5][CH2:6][CH:7]=[C:8]([CH3:10])[CH3:9])\[CH3:4].[C:22](N1C=CN=C1)(N1C=CN=C1)=[O:23].[CH3:34][N:35]1[CH2:40][CH2:39][NH:38][CH2:37][CH2:36]1. Product: [CH3:34][N:35]1[CH2:40][CH2:39][N:38]([C:22]([O:19][CH2:18][CH:17]=[C:16]([CH3:20])[CH2:15][CH2:14][CH:13]=[C:12]([CH3:21])[CH2:11][CH2:1][CH:2]=[C:3]([CH3:4])[CH2:5][CH2:6][CH:7]=[C:8]([CH3:10])[CH3:9])=[O:23])[CH2:37][CH2:36]1. The catalyst class is: 64.